From a dataset of Catalyst prediction with 721,799 reactions and 888 catalyst types from USPTO. Predict which catalyst facilitates the given reaction. (1) Reactant: C(Cl)(=[O:3])C.[NH2:5][C@H:6]([C:10]([OH:12])=[O:11])[CH2:7][CH2:8][OH:9].C(O)(=O)C.[CH:17]([N:20](C(C)C)CC)(C)[CH3:18]. Product: [O:3]=[C:6]1[NH:5][CH2:18][CH2:17][NH:20][C:10]1=[O:12].[NH2:5][C@H:6]([C:10]([OH:12])=[O:11])[CH2:7][CH2:8][OH:9]. The catalyst class is: 32. (2) The catalyst class is: 27. Product: [ClH:39].[F:38][C:2]([F:1])([F:37])[O:3][C:4]1[CH:9]=[CH:8][C:7]([N:10]2[CH:14]=[N:13][C:12]([C:15]3[CH:36]=[CH:35][C:18]([CH2:19][NH:20][O:21][C@H:22]4[C@H:27]([O:28][CH3:29])[C@H:26]([O:30][CH3:31])[C@@H:25]([O:32][CH3:33])[C@H:24]([CH3:34])[O:23]4)=[CH:17][CH:16]=3)=[N:11]2)=[CH:6][CH:5]=1. Reactant: [F:1][C:2]([F:38])([F:37])[O:3][C:4]1[CH:9]=[CH:8][C:7]([N:10]2[CH:14]=[N:13][C:12]([C:15]3[CH:36]=[CH:35][C:18]([CH2:19][NH:20][O:21][C@H:22]4[C@H:27]([O:28][CH3:29])[C@H:26]([O:30][CH3:31])[C@@H:25]([O:32][CH3:33])[C@H:24]([CH3:34])[O:23]4)=[CH:17][CH:16]=3)=[N:11]2)=[CH:6][CH:5]=1.[ClH:39]. (3) Reactant: Br[C:2]1[C:3](=[O:13])[C:4]2[C:9]([C:10](=[O:12])[CH:11]=1)=[CH:8][CH:7]=[CH:6][CH:5]=2.[Cl:14][C:15]1[CH:16]=[C:17]([CH:20]=[CH:21][C:22]=1[Cl:23])[CH2:18][NH2:19]. Product: [Cl:14][C:15]1[CH:16]=[C:17]([CH:20]=[CH:21][C:22]=1[Cl:23])[CH2:18][NH:19][C:2]1[C:3](=[O:13])[C:4]2[C:9]([C:10](=[O:12])[CH:11]=1)=[CH:8][CH:7]=[CH:6][CH:5]=2. The catalyst class is: 14. (4) Reactant: [CH2:1]([N:3]1[C:15]2[C:14](=[O:16])[NH:13][CH2:12][CH2:11][C:10]=2[C:9]2[C:4]1=[CH:5][CH:6]=[CH:7][CH:8]=2)[CH3:2].I[C:18]1[CH:19]=[N:20][CH:21]=[CH:22][C:23]=1[CH3:24].P([O-])([O-])([O-])=O.[K+].[K+].[K+]. Product: [CH2:1]([N:3]1[C:15]2[C:14](=[O:16])[N:13]([C:18]3[CH:19]=[N:20][CH:21]=[CH:22][C:23]=3[CH3:24])[CH2:12][CH2:11][C:10]=2[C:9]2[C:4]1=[CH:5][CH:6]=[CH:7][CH:8]=2)[CH3:2]. The catalyst class is: 246. (5) Reactant: C[O:2][C:3]([C:5]1[C:10]([S:11][C:12]2[CH:17]=[CH:16][C:15]([F:18])=[CH:14][CH:13]=2)=[N:9][CH:8]=[C:7]([S:19][C:20]2[NH:24][CH:23]=[N:22][N:21]=2)[N:6]=1)=[O:4].[OH-].[Na+].Cl. Product: [F:18][C:15]1[CH:16]=[CH:17][C:12]([S:11][C:10]2[C:5]([C:3]([OH:4])=[O:2])=[N:6][C:7]([S:19][C:20]3[NH:24][CH:23]=[N:22][N:21]=3)=[CH:8][N:9]=2)=[CH:13][CH:14]=1. The catalyst class is: 8.